This data is from Reaction yield outcomes from USPTO patents with 853,638 reactions. The task is: Predict the reaction yield, written as a fraction of the theoretical maximum amount of product (1.0 means a 100% yield; for example, 0.34 means a 34% yield). (1) The reactants are [C:1]([O:5][C:6]([NH:8][C@@H:9]([CH2:13][N:14]([C:21]1[CH:26]=[CH:25][CH:24]=[CH:23][CH:22]=1)[C:15]1[N:20]=[CH:19][CH:18]=[CH:17][N:16]=1)[C:10](O)=[O:11])=[O:7])([CH3:4])([CH3:3])[CH3:2].C(N1C=CN=C1)([N:29]1C=CN=C1)=O.N.S(=O)(=O)(O)O. The catalyst is C(#N)C. The product is [C:1]([O:5][C:6]([NH:8][C@@H:9]([CH2:13][N:14]([C:21]1[CH:22]=[CH:23][CH:24]=[CH:25][CH:26]=1)[C:15]1[N:16]=[CH:17][CH:18]=[CH:19][N:20]=1)[C:10]([NH2:29])=[O:11])=[O:7])([CH3:4])([CH3:3])[CH3:2]. The yield is 0.950. (2) The reactants are [Cl:1][C:2]1[CH:10]=[C:9]2[C:5]([C:6]([CH:16]=O)=[C:7]([C:11]([O:13][CH2:14][CH3:15])=[O:12])[NH:8]2)=[CH:4][CH:3]=1.[N+:18]([CH:20]([C:31]1[CH:36]=[CH:35][CH:34]=[CH:33][CH:32]=1)S(C1C=CC(C)=CC=1)(=O)=O)#[C-:19].[Cl:37][C:38]1[CH:45]=[CH:44][C:41]([CH2:42][NH2:43])=[CH:40][CH:39]=1.C(N(CC)CC)C. The catalyst is C(O)C. The product is [Cl:1][C:2]1[CH:10]=[C:9]2[C:5]([C:6]([C:16]3[N:43]([CH2:42][C:41]4[CH:44]=[CH:45][C:38]([Cl:37])=[CH:39][CH:40]=4)[CH:19]=[N:18][C:20]=3[C:31]3[CH:36]=[CH:35][CH:34]=[CH:33][CH:32]=3)=[C:7]([C:11]([O:13][CH2:14][CH3:15])=[O:12])[NH:8]2)=[CH:4][CH:3]=1. The yield is 0.920. (3) The product is [OH:21][CH2:22][CH2:23][C:24]1[CH:32]=[CH:31][CH:30]=[C:29]2[C:25]=1[C:26](=[CH:19][C:3]1[NH:4][C:5]3[CH2:10][CH2:9][N:8]([CH2:11][CH2:12][N:13]4[CH2:14][CH2:15][CH2:16][CH2:17]4)[C:7](=[O:18])[C:6]=3[C:2]=1[CH3:1])[C:27](=[O:33])[NH:28]2. The yield is 0.300. No catalyst specified. The reactants are [CH3:1][C:2]1[C:6]2[C:7](=[O:18])[N:8]([CH2:11][CH2:12][N:13]3[CH2:17][CH2:16][CH2:15][CH2:14]3)[CH2:9][CH2:10][C:5]=2[NH:4][C:3]=1[CH:19]=O.[OH:21][CH2:22][CH2:23][C:24]1[CH:32]=[CH:31][CH:30]=[C:29]2[C:25]=1[CH2:26][C:27](=[O:33])[NH:28]2. (4) The reactants are [F:1][C:2]1[CH:7]=[C:6]([C:8]2[S:9][CH:10]=[CH:11][N:12]=2)[N:5]=[C:4]([OH:13])[CH:3]=1.[C:14]([O-])([O-])=O.[K+].[K+].IC. The catalyst is CN(C=O)C.O. The product is [F:1][C:2]1[CH:3]=[C:4]([O:13][CH3:14])[N:5]=[C:6]([C:8]2[S:9][CH:10]=[CH:11][N:12]=2)[CH:7]=1. The yield is 0.820. (5) The reactants are [Cl:1][C:2]1[CH:7]=[C:6]([NH:8][CH:9]2[CH2:13][CH2:12][CH2:11][CH2:10]2)[C:5]([N+:14]([O-])=O)=[CH:4][N:3]=1.O.[NH4+].[Cl-]. The catalyst is CCO.C(Cl)Cl.[Fe]. The product is [Cl:1][C:2]1[N:3]=[CH:4][C:5]([NH2:14])=[C:6]([NH:8][CH:9]2[CH2:13][CH2:12][CH2:11][CH2:10]2)[CH:7]=1. The yield is 0.800. (6) The product is [F:19][C:3]1[C:2]([C:29]#[C:28][C:26]([OH:30])([C:22]2[N:21]([CH3:20])[CH:25]=[CH:24][N:23]=2)[CH3:27])=[CH:18][C:6]2[C:7]3[N:8]([CH:12]=[C:13]([C:15]([NH2:17])=[O:16])[N:14]=3)[CH2:9][CH2:10][O:11][C:5]=2[CH:4]=1. The reactants are Br[C:2]1[C:3]([F:19])=[CH:4][C:5]2[O:11][CH2:10][CH2:9][N:8]3[CH:12]=[C:13]([C:15]([NH2:17])=[O:16])[N:14]=[C:7]3[C:6]=2[CH:18]=1.[CH3:20][N:21]1[CH:25]=[CH:24][N:23]=[C:22]1[C:26]([OH:30])([C:28]#[CH:29])[CH3:27]. The yield is 0.160. No catalyst specified. (7) The reactants are [NH2:1][C:2]1[C:7]([CH3:8])=[CH:6][CH:5]=[CH:4][C:3]=1[OH:9].CO[CH:12]1[CH2:16][CH2:15][CH:14](OC)O1. The catalyst is C(O)(=O)C. The product is [CH3:8][C:7]1[C:2]([N:1]2[CH:12]=[CH:16][CH:15]=[CH:14]2)=[C:3]([OH:9])[CH:4]=[CH:5][CH:6]=1. The yield is 0.830. (8) The reactants are Cl[C:2]1[C:11]2[C:6](=[CH:7][CH:8]=[CH:9][CH:10]=2)[N:5]=[C:4]([C:12]([C:14]2[CH:19]=[CH:18][CH:17]=[C:16]([F:20])[CH:15]=2)=[O:13])[N:3]=1.CCN(C(C)C)C(C)C.[NH:30]1[CH:34]=[CH:33][C:32]([NH2:35])=[N:31]1. The catalyst is CN(C=O)C. The product is [NH:30]1[CH:34]=[CH:33][C:32]([NH:35][C:2]2[C:11]3[C:6](=[CH:7][CH:8]=[CH:9][CH:10]=3)[N:5]=[C:4]([C:12]([C:14]3[CH:19]=[CH:18][CH:17]=[C:16]([F:20])[CH:15]=3)=[O:13])[N:3]=2)=[N:31]1. The yield is 0.270.